From a dataset of Reaction yield outcomes from USPTO patents with 853,638 reactions. Predict the reaction yield, written as a fraction of the theoretical maximum amount of product (1.0 means a 100% yield; for example, 0.34 means a 34% yield). (1) The reactants are C[O:2][C:3]1[CH:8]=[CH:7][CH:6]=[CH:5][C:4]=1[C:9]1[N:10]([CH2:25][CH2:26][C:27]2[CH:32]=[CH:31][CH:30]=[CH:29][CH:28]=2)[C:11](=[O:24])[C:12]2[CH2:18][N:17]([C:19]([O:21][CH2:22][CH3:23])=[O:20])[CH2:16][CH2:15][C:13]=2[N:14]=1.B(Br)(Br)Br. The catalyst is ClCCl. The product is [OH:2][C:3]1[CH:8]=[CH:7][CH:6]=[CH:5][C:4]=1[C:9]1[N:10]([CH2:25][CH2:26][C:27]2[CH:28]=[CH:29][CH:30]=[CH:31][CH:32]=2)[C:11](=[O:24])[C:12]2[CH2:18][N:17]([C:19]([O:21][CH2:22][CH3:23])=[O:20])[CH2:16][CH2:15][C:13]=2[N:14]=1. The yield is 0.930. (2) The reactants are [C:1]([O:4][CH2:5][C:6](=[O:27])[C@@H:7]([C:20]([O:22][C:23]([CH3:26])([CH3:25])[CH3:24])=[O:21])[CH2:8][C:9]1[CH:19]=[CH:18][C:12]2[O:13][C:14]([F:17])([F:16])[O:15][C:11]=2[CH:10]=1)(=[O:3])[CH3:2].[Li].CC([O-])(C)C.CC([O-])(C)C.CC([O-])(C)C.[Al+3]. The catalyst is C(O)C. The product is [C:1]([O:4][CH2:5][C@@H:6]([OH:27])[C@@H:7]([C:20]([O:22][C:23]([CH3:26])([CH3:25])[CH3:24])=[O:21])[CH2:8][C:9]1[CH:19]=[CH:18][C:12]2[O:13][C:14]([F:16])([F:17])[O:15][C:11]=2[CH:10]=1)(=[O:3])[CH3:2]. The yield is 0.960. (3) The reactants are COP([CH2:7][C:8](=[O:16])[C:9]([F:15])([F:14])[CH2:10][CH2:11][CH2:12][CH3:13])(=O)OC.[OH-].[K+].[C:19]([O:22][C@@H:23]1[C@H:27]([CH2:28][CH2:29][CH2:30][CH2:31][CH2:32][CH2:33][C:34]([O:36][CH3:37])=[O:35])[C@@H:26]([CH:38]=O)[C@H:25]([O:40][CH:41]2[CH2:46][CH2:45][CH2:44][CH2:43][O:42]2)[CH2:24]1)(=[O:21])[CH3:20].O. The catalyst is COC(C)(C)C. The product is [C:19]([O:22][C@@H:23]1[C@H:27]([CH2:28][CH2:29][CH2:30][CH2:31][CH2:32][CH2:33][C:34]([O:36][CH3:37])=[O:35])[C@@H:26](/[CH:38]=[CH:7]/[C:8](=[O:16])[C:9]([F:14])([F:15])[CH2:10][CH2:11][CH2:12][CH3:13])[C@H:25]([O:40][CH:41]2[CH2:46][CH2:45][CH2:44][CH2:43][O:42]2)[CH2:24]1)(=[O:21])[CH3:20]. The yield is 0.806. (4) The reactants are [C:1]([C:3]1[CH:8]=[CH:7][C:6]([CH2:9][OH:10])=[CH:5][CH:4]=1)#[CH:2].C(N(CC)CC)C.[CH3:18][S:19](Cl)(=[O:21])=[O:20]. The catalyst is ClCCl. The product is [C:1]([C:3]1[CH:8]=[CH:7][C:6]([CH2:9][O:10][S:19]([CH3:18])(=[O:21])=[O:20])=[CH:5][CH:4]=1)#[CH:2]. The yield is 0.905. (5) The reactants are [NH:1]1[CH2:6][CH2:5][CH:4]([OH:7])[CH2:3][CH2:2]1.[O:8]1[CH2:11][C:10](=O)[CH2:9]1.C(O)(=O)C.C(O[BH-](OC(=O)C)OC(=O)C)(=O)C.[Na+]. The catalyst is ClCCCl.CO. The product is [O:8]1[CH2:11][CH:10]([N:1]2[CH2:6][CH2:5][CH:4]([OH:7])[CH2:3][CH2:2]2)[CH2:9]1. The yield is 0.140. (6) The reactants are [Cl:1][C:2]1[CH:7]=[CH:6][C:5](/[CH:8]=[CH:9]/[C:10]([NH:12][C:13]2[CH:18]=[CH:17][N:16]([CH2:19][CH:20]([O:24]CC)[O:21]CC)[C:15](=[O:27])[N:14]=2)=[O:11])=[CH:4][CH:3]=1. The catalyst is FC(F)(F)C(O)=O. The product is [Cl:1][C:2]1[CH:7]=[CH:6][C:5](/[CH:8]=[CH:9]/[C:10]([NH:12][C:13]2[CH:18]=[CH:17][N:16]([CH2:19][CH:20]([OH:24])[OH:21])[C:15](=[O:27])[N:14]=2)=[O:11])=[CH:4][CH:3]=1. The yield is 1.00.